From a dataset of Full USPTO retrosynthesis dataset with 1.9M reactions from patents (1976-2016). Predict the reactants needed to synthesize the given product. (1) Given the product [CH2:4]([OH:5])[CH2:3][CH2:2][OH:1].[OH:5][CH2:4][CH2:3][CH:2]=[O:1], predict the reactants needed to synthesize it. The reactants are: [OH:1][CH2:2][CH2:3][CH:4]=[O:5].C(C=C)=O. (2) Given the product [CH2:13]([NH:19][C:20]([NH:22][C:23]([NH2:25])=[NH:24])=[NH:21])[C:14]1[O:18][CH:17]=[CH:16][CH:15]=1, predict the reactants needed to synthesize it. The reactants are: FC(F)(F)S(O[Si](C)(C)C)(=O)=O.[CH2:13]([NH2:19])[C:14]1[O:18][CH:17]=[CH:16][CH:15]=1.[C:20]([NH:22][C:23]([NH2:25])=[NH:24])#[N:21].